This data is from NCI-60 drug combinations with 297,098 pairs across 59 cell lines. The task is: Regression. Given two drug SMILES strings and cell line genomic features, predict the synergy score measuring deviation from expected non-interaction effect. (1) Drug 1: CC12CCC3C(C1CCC2=O)CC(=C)C4=CC(=O)C=CC34C. Drug 2: CN(CC1=CN=C2C(=N1)C(=NC(=N2)N)N)C3=CC=C(C=C3)C(=O)NC(CCC(=O)O)C(=O)O. Cell line: CAKI-1. Synergy scores: CSS=42.4, Synergy_ZIP=-1.56, Synergy_Bliss=-1.55, Synergy_Loewe=-7.16, Synergy_HSA=-0.126. (2) Drug 2: C1=CN(C=N1)CC(O)(P(=O)(O)O)P(=O)(O)O. Synergy scores: CSS=9.43, Synergy_ZIP=2.13, Synergy_Bliss=5.55, Synergy_Loewe=4.45, Synergy_HSA=5.41. Drug 1: CS(=O)(=O)C1=CC(=C(C=C1)C(=O)NC2=CC(=C(C=C2)Cl)C3=CC=CC=N3)Cl. Cell line: OVCAR-8. (3) Drug 1: CNC(=O)C1=CC=CC=C1SC2=CC3=C(C=C2)C(=NN3)C=CC4=CC=CC=N4. Drug 2: CC1=C(C=C(C=C1)C(=O)NC2=CC(=CC(=C2)C(F)(F)F)N3C=C(N=C3)C)NC4=NC=CC(=N4)C5=CN=CC=C5. Cell line: LOX IMVI. Synergy scores: CSS=4.94, Synergy_ZIP=-2.15, Synergy_Bliss=0.687, Synergy_Loewe=4.22, Synergy_HSA=3.18. (4) Drug 1: C1=NC2=C(N1)C(=S)N=CN2. Drug 2: CC1=C(C(=O)C2=C(C1=O)N3CC4C(C3(C2COC(=O)N)OC)N4)N. Cell line: MALME-3M. Synergy scores: CSS=29.2, Synergy_ZIP=-11.8, Synergy_Bliss=-4.20, Synergy_Loewe=-0.984, Synergy_HSA=-0.808. (5) Drug 1: CNC(=O)C1=NC=CC(=C1)OC2=CC=C(C=C2)NC(=O)NC3=CC(=C(C=C3)Cl)C(F)(F)F. Drug 2: C1CNP(=O)(OC1)N(CCCl)CCCl. Cell line: RPMI-8226. Synergy scores: CSS=15.0, Synergy_ZIP=-2.52, Synergy_Bliss=1.60, Synergy_Loewe=-0.692, Synergy_HSA=2.23.